Dataset: Reaction yield outcomes from USPTO patents with 853,638 reactions. Task: Predict the reaction yield, written as a fraction of the theoretical maximum amount of product (1.0 means a 100% yield; for example, 0.34 means a 34% yield). (1) The reactants are [Br:1][C:2]1[CH:11]=[C:10]2[C:5]([CH2:6][CH2:7][NH:8][CH2:9]2)=[CH:4][CH:3]=1.[CH2:12]=O. The catalyst is C(O)=O. The product is [Br:1][C:2]1[CH:11]=[C:10]2[C:5]([CH2:6][CH2:7][N:8]([CH3:12])[CH2:9]2)=[CH:4][CH:3]=1. The yield is 0.780. (2) The reactants are [C:1]([C:4]1[CH:5]=[C:6]([Cl:11])[C:7](Cl)=[N:8][CH:9]=1)(=[O:3])[CH3:2].[CH3:12][S-:13].[Na+]. The catalyst is C(O)(C)(C)C.O.CCOCC. The product is [C:1]([C:4]1[CH:5]=[C:6]([Cl:11])[C:7]([S:13][CH3:12])=[N:8][CH:9]=1)(=[O:3])[CH3:2]. The yield is 0.940. (3) The reactants are C[N:2](C)[CH:3]=[C:4]([C:7]1[CH:12]=[CH:11][CH:10]=[CH:9][C:8]=1[O:13][CH3:14])[CH:5]=O.O.[NH2:17]N. The catalyst is C(O)C. The product is [CH3:14][O:13][C:8]1[CH:9]=[CH:10][CH:11]=[CH:12][C:7]=1[C:4]1[CH:3]=[N:2][NH:17][CH:5]=1. The yield is 0.680. (4) The reactants are Br[C:2]1[S:6][C:5]([CH3:7])=[N:4][C:3]=1[CH3:8].[C:9]1([CH3:18])[CH:14]=[CH:13][C:12]([CH2:15][CH2:16][NH2:17])=[CH:11][CH:10]=1.C(=O)([O-])[O-].[K+].[K+]. The catalyst is CS(C)=O.C(OCC)(=O)C. The product is [CH3:7][C:5]1[S:6][C:2]([NH:17][CH2:16][CH2:15][C:12]2[CH:13]=[CH:14][C:9]([CH3:18])=[CH:10][CH:11]=2)=[C:3]([CH3:8])[N:4]=1. The yield is 0.130. (5) The yield is 0.250. The reactants are O[CH:2]=[C:3]1[C:11]2[C:6](=[CH:7][C:8]([C:12]([C:14]3[CH:15]=[C:16]([NH:20][C:21]([C:23]4[C:24]([CH3:28])=[N:25][O:26][CH:27]=4)=[O:22])[CH:17]=[CH:18][CH:19]=3)=[O:13])=[CH:9][CH:10]=2)[NH:5][C:4]1=[O:29].[NH2:30][C:31]1[CH:36]=[CH:35][C:34]([CH2:37][CH2:38][C:39]([OH:41])=[O:40])=[CH:33][CH:32]=1. The catalyst is C1COCC1. The product is [CH3:28][C:24]1[C:23]([C:21]([NH:20][C:16]2[CH:15]=[C:14]([CH:19]=[CH:18][CH:17]=2)[C:12]([C:8]2[CH:7]=[C:6]3[C:11]([C:3](=[CH:2][NH:30][C:31]4[CH:32]=[CH:33][C:34]([CH2:37][CH2:38][C:39]([OH:41])=[O:40])=[CH:35][CH:36]=4)[C:4](=[O:29])[NH:5]3)=[CH:10][CH:9]=2)=[O:13])=[O:22])=[CH:27][O:26][N:25]=1.